This data is from Peptide-MHC class I binding affinity with 185,985 pairs from IEDB/IMGT. The task is: Regression. Given a peptide amino acid sequence and an MHC pseudo amino acid sequence, predict their binding affinity value. This is MHC class I binding data. (1) The peptide sequence is LFADINGKL. The MHC is HLA-A26:01 with pseudo-sequence HLA-A26:01. The binding affinity (normalized) is 0.0167. (2) The peptide sequence is VAKCNVNHDA. The MHC is H-2-Db with pseudo-sequence H-2-Db. The binding affinity (normalized) is 0.0641. (3) The peptide sequence is EEVRRRLTA. The MHC is Mamu-A11 with pseudo-sequence Mamu-A11. The binding affinity (normalized) is 0. (4) The peptide sequence is HMAYSFQTF. The MHC is HLA-A32:01 with pseudo-sequence HLA-A32:01. The binding affinity (normalized) is 0.742. (5) The MHC is HLA-A31:01 with pseudo-sequence HLA-A31:01. The binding affinity (normalized) is 0.737. The peptide sequence is SSKIRWIVER. (6) The peptide sequence is PYIASRTSIV. The MHC is HLA-A24:02 with pseudo-sequence HLA-A24:02. The binding affinity (normalized) is 0.277. (7) The peptide sequence is KVGNFTGLY. The MHC is HLA-A03:01 with pseudo-sequence HLA-A03:01. The binding affinity (normalized) is 0.701.